Dataset: Catalyst prediction with 721,799 reactions and 888 catalyst types from USPTO. Task: Predict which catalyst facilitates the given reaction. Reactant: [N:1]1[CH:6]=[CH:5][CH:4]=[CH:3][C:2]=1[C:7]1[N:11]=[C:10]([C:12]2[CH:13]=[N:14][CH:15]=[C:16](Br)[CH:17]=2)[O:9][N:8]=1.B1([C:25]2[CH:30]=[CH:29][CH:28]=[N:27][CH:26]=2)OCCCO1.C(=O)([O-])[O-].[Na+].[Na+]. Product: [N:1]1[CH:6]=[CH:5][CH:4]=[CH:3][C:2]=1[C:7]1[N:11]=[C:10]([C:12]2[CH:13]=[N:14][CH:15]=[C:16]([C:25]3[CH:26]=[N:27][CH:28]=[CH:29][CH:30]=3)[CH:17]=2)[O:9][N:8]=1. The catalyst class is: 276.